This data is from Forward reaction prediction with 1.9M reactions from USPTO patents (1976-2016). The task is: Predict the product of the given reaction. (1) Given the reactants [CH2:1]([CH:8]1[CH2:13][CH2:12][NH:11][CH2:10][CH2:9]1)[C:2]1[CH:7]=[CH:6][CH:5]=[CH:4][CH:3]=1.[Cl:14][CH2:15][C:16](Cl)=[O:17], predict the reaction product. The product is: [Cl:14][CH2:15][C:16]([N:11]1[CH2:12][CH2:13][CH:8]([CH2:1][C:2]2[CH:7]=[CH:6][CH:5]=[CH:4][CH:3]=2)[CH2:9][CH2:10]1)=[O:17]. (2) Given the reactants [Br:1][C:2]1[CH:7]=[CH:6][CH:5]=[C:4](Br)[C:3]=1[N:9]=[O:10].[N-:11]=[N+]=[N-].[Na+], predict the reaction product. The product is: [Br:1][C:2]1[C:3]2[C:4](=[N:11][O:10][N:9]=2)[CH:5]=[CH:6][CH:7]=1. (3) Given the reactants [OH-].[Na+].[F:3][CH2:4][CH2:5][O:6][C:7]1[N:8]=[CH:9][C:10]([C:13]([O:15]C)=[O:14])=[N:11][CH:12]=1.Cl.[Cl-].[Na+], predict the reaction product. The product is: [F:3][CH2:4][CH2:5][O:6][C:7]1[N:8]=[CH:9][C:10]([C:13]([OH:15])=[O:14])=[N:11][CH:12]=1. (4) Given the reactants [F:1][C:2]1[CH:3]=[CH:4][C:5]([OH:26])=[C:6]([CH2:8][CH2:9][NH:10][CH:11]2[CH2:20][CH2:19][CH2:18][C:17]3[N:16]=[C:15]([C:21]([O:23][CH2:24][CH3:25])=[O:22])[CH:14]=[CH:13][C:12]2=3)[CH:7]=1.[C:27](O[C:27]([O:29][C:30]([CH3:33])([CH3:32])[CH3:31])=[O:28])([O:29][C:30]([CH3:33])([CH3:32])[CH3:31])=[O:28], predict the reaction product. The product is: [C:30]([O:29][C:27]([N:10]([CH2:9][CH2:8][C:6]1[CH:7]=[C:2]([F:1])[CH:3]=[CH:4][C:5]=1[OH:26])[CH:11]1[CH2:20][CH2:19][CH2:18][C:17]2[N:16]=[C:15]([C:21]([O:23][CH2:24][CH3:25])=[O:22])[CH:14]=[CH:13][C:12]1=2)=[O:28])([CH3:33])([CH3:32])[CH3:31]. (5) Given the reactants C([O:8][C:9]1[CH:14]=[CH:13][C:12](/[CH:15]=[CH:16]/[C:17]([O:19][C:20]([CH3:23])([CH3:22])[CH3:21])=[O:18])=[CH:11][CH:10]=1)C1C=CC=CC=1.C(O)C, predict the reaction product. The product is: [OH:8][C:9]1[CH:10]=[CH:11][C:12]([CH2:15][CH2:16][C:17]([O:19][C:20]([CH3:23])([CH3:22])[CH3:21])=[O:18])=[CH:13][CH:14]=1. (6) Given the reactants Br[C:2]1[S:6][C:5]([C:7]2[N:12]=[C:11]([NH:13][C:14]3[CH:19]=[CH:18][C:17]([CH2:20][C:21]([O:23][CH2:24][CH3:25])=[O:22])=[CH:16][CH:15]=3)[C:10]([CH2:26][CH3:27])=[C:9]([CH3:28])[N:8]=2)=[CH:4][CH:3]=1.[C:29]([O:33][CH3:34])(=[O:32])[CH:30]=[CH2:31].[C:35](=O)([O-])O.[Na+], predict the reaction product. The product is: [CH2:24]([O:23][C:21](=[O:22])[CH2:20][C:17]1[CH:18]=[CH:19][C:14]([NH:13][C:11]2[C:10]([CH2:26][CH3:27])=[C:9]([CH3:28])[N:8]=[C:7]([C:5]3[S:6][C:2](/[CH:31]=[CH:30]/[C:29]([O:33][CH2:34][CH3:35])=[O:32])=[CH:3][CH:4]=3)[N:12]=2)=[CH:15][CH:16]=1)[CH3:25]. (7) The product is: [C:24]([O:28][C:29](=[O:35])[N:30]([CH2:32][CH2:33][NH:34][C:18]1[N:17]=[C:16]([C:13]2[S:12][C:11]3[CH:10]=[CH:9][CH:8]=[C:7]([C:5](=[O:6])[NH:4][CH:1]4[CH2:3][CH2:2]4)[C:15]=3[CH:14]=2)[C:21]([Cl:22])=[CH:20][N:19]=1)[CH3:31])([CH3:27])([CH3:25])[CH3:26]. Given the reactants [CH:1]1([NH:4][C:5]([C:7]2[C:15]3[CH:14]=[C:13]([C:16]4[C:21]([Cl:22])=[CH:20][N:19]=[C:18](Cl)[N:17]=4)[S:12][C:11]=3[CH:10]=[CH:9][CH:8]=2)=[O:6])[CH2:3][CH2:2]1.[C:24]([O:28][C:29](=[O:35])[N:30]([CH2:32][CH2:33][NH2:34])[CH3:31])([CH3:27])([CH3:26])[CH3:25].C(N(C(C)C)CC)(C)C, predict the reaction product. (8) Given the reactants [OH:1][C:2]1[CH:7]=[CH:6][N:5]2[N:8]=[C:9]([C:21]3[CH:26]=[CH:25][CH:24]=[CH:23][CH:22]=3)[C:10]([C:11]3[CH:12]=[CH:13][C:14](=[O:20])[N:15]([CH:17]([CH3:19])[CH3:18])[N:16]=3)=[C:4]2[CH:3]=1.[CH:27]1([CH2:32][CH2:33]O)[CH2:31][CH2:30][CH2:29][CH2:28]1.C1C=CC(P(C2C=CC=CC=2)C2C=CC=CC=2)=CC=1.CCOC(/N=N/C(OCC)=O)=O.C(=O)([O-])O.[Na+], predict the reaction product. The product is: [CH:27]1([CH2:32][CH2:33][O:1][C:2]2[CH:7]=[CH:6][N:5]3[N:8]=[C:9]([C:21]4[CH:22]=[CH:23][CH:24]=[CH:25][CH:26]=4)[C:10]([C:11]4[CH:12]=[CH:13][C:14](=[O:20])[N:15]([CH:17]([CH3:19])[CH3:18])[N:16]=4)=[C:4]3[CH:3]=2)[CH2:31][CH2:30][CH2:29][CH2:28]1.